Dataset: Forward reaction prediction with 1.9M reactions from USPTO patents (1976-2016). Task: Predict the product of the given reaction. Given the reactants [CH3:1][C:2]1[C:3]([N+:16]([O-:18])=[O:17])=[C:4]([N:9]([CH2:13][CH2:14][CH3:15])C(=O)C)[C:5]([CH3:8])=[CH:6][CH:7]=1.OS(O)(=O)=O, predict the reaction product. The product is: [CH3:1][C:2]1[C:3]([N+:16]([O-:18])=[O:17])=[C:4]([NH:9][CH2:13][CH2:14][CH3:15])[C:5]([CH3:8])=[CH:6][CH:7]=1.